Dataset: NCI-60 drug combinations with 297,098 pairs across 59 cell lines. Task: Regression. Given two drug SMILES strings and cell line genomic features, predict the synergy score measuring deviation from expected non-interaction effect. (1) Drug 1: C1=NC2=C(N1)C(=S)N=C(N2)N. Drug 2: C1=NNC2=C1C(=O)NC=N2. Cell line: 786-0. Synergy scores: CSS=38.8, Synergy_ZIP=-4.81, Synergy_Bliss=-3.34, Synergy_Loewe=-53.4, Synergy_HSA=-2.63. (2) Drug 1: C1=CC=C(C(=C1)C(C2=CC=C(C=C2)Cl)C(Cl)Cl)Cl. Drug 2: C(CCl)NC(=O)N(CCCl)N=O. Cell line: OVCAR-5. Synergy scores: CSS=3.98, Synergy_ZIP=-0.530, Synergy_Bliss=3.15, Synergy_Loewe=1.82, Synergy_HSA=2.21. (3) Drug 1: CN(C)C1=NC(=NC(=N1)N(C)C)N(C)C. Drug 2: CCC1(CC2CC(C3=C(CCN(C2)C1)C4=CC=CC=C4N3)(C5=C(C=C6C(=C5)C78CCN9C7C(C=CC9)(C(C(C8N6C)(C(=O)OC)O)OC(=O)C)CC)OC)C(=O)OC)O.OS(=O)(=O)O. Cell line: SK-MEL-2. Synergy scores: CSS=5.18, Synergy_ZIP=-11.0, Synergy_Bliss=-14.9, Synergy_Loewe=-65.5, Synergy_HSA=-17.3. (4) Drug 1: C1CN(CCN1C(=O)CCBr)C(=O)CCBr. Drug 2: COCCOC1=C(C=C2C(=C1)C(=NC=N2)NC3=CC=CC(=C3)C#C)OCCOC.Cl. Cell line: MALME-3M. Synergy scores: CSS=23.5, Synergy_ZIP=-4.36, Synergy_Bliss=1.61, Synergy_Loewe=1.71, Synergy_HSA=2.17. (5) Drug 1: CC1C(C(CC(O1)OC2CC(OC(C2O)C)OC3=CC4=CC5=C(C(=O)C(C(C5)C(C(=O)C(C(C)O)O)OC)OC6CC(C(C(O6)C)O)OC7CC(C(C(O7)C)O)OC8CC(C(C(O8)C)O)(C)O)C(=C4C(=C3C)O)O)O)O. Drug 2: C(=O)(N)NO. Cell line: 786-0. Synergy scores: CSS=15.1, Synergy_ZIP=1.88, Synergy_Bliss=1.43, Synergy_Loewe=-47.9, Synergy_HSA=-0.356. (6) Drug 1: CN1C2=C(C=C(C=C2)N(CCCl)CCCl)N=C1CCCC(=O)O.Cl. Drug 2: N.N.Cl[Pt+2]Cl. Cell line: SK-MEL-28. Synergy scores: CSS=22.6, Synergy_ZIP=2.08, Synergy_Bliss=3.18, Synergy_Loewe=-7.99, Synergy_HSA=1.05. (7) Synergy scores: CSS=30.6, Synergy_ZIP=-12.9, Synergy_Bliss=-10.5, Synergy_Loewe=-23.6, Synergy_HSA=-6.81. Drug 2: C1CC(C1)(C(=O)O)C(=O)O.[NH2-].[NH2-].[Pt+2]. Cell line: SN12C. Drug 1: CC1OCC2C(O1)C(C(C(O2)OC3C4COC(=O)C4C(C5=CC6=C(C=C35)OCO6)C7=CC(=C(C(=C7)OC)O)OC)O)O. (8) Drug 1: CS(=O)(=O)CCNCC1=CC=C(O1)C2=CC3=C(C=C2)N=CN=C3NC4=CC(=C(C=C4)OCC5=CC(=CC=C5)F)Cl. Drug 2: CC1=C(N=C(N=C1N)C(CC(=O)N)NCC(C(=O)N)N)C(=O)NC(C(C2=CN=CN2)OC3C(C(C(C(O3)CO)O)O)OC4C(C(C(C(O4)CO)O)OC(=O)N)O)C(=O)NC(C)C(C(C)C(=O)NC(C(C)O)C(=O)NCCC5=NC(=CS5)C6=NC(=CS6)C(=O)NCCC[S+](C)C)O. Cell line: NCI-H460. Synergy scores: CSS=29.4, Synergy_ZIP=2.22, Synergy_Bliss=1.94, Synergy_Loewe=-21.8, Synergy_HSA=-0.563. (9) Drug 1: C#CCC(CC1=CN=C2C(=N1)C(=NC(=N2)N)N)C3=CC=C(C=C3)C(=O)NC(CCC(=O)O)C(=O)O. Drug 2: CC12CCC3C(C1CCC2OP(=O)(O)O)CCC4=C3C=CC(=C4)OC(=O)N(CCCl)CCCl.[Na+]. Cell line: OVCAR3. Synergy scores: CSS=18.1, Synergy_ZIP=-1.09, Synergy_Bliss=-2.14, Synergy_Loewe=-6.39, Synergy_HSA=-6.67.